The task is: Predict the product of the given reaction.. This data is from Forward reaction prediction with 1.9M reactions from USPTO patents (1976-2016). (1) Given the reactants [CH:1]1([C@@H:4]([C:18]2[CH:23]=[CH:22][CH:21]=[CH:20][CH:19]=2)[NH:5][C:6]([C:8]2[CH:9]=[C:10]3[C:14](=[CH:15][CH:16]=2)[NH:13][N:12]=[C:11]3I)=[O:7])[CH2:3][CH2:2]1.[CH3:24][N:25]1[CH2:30][CH2:29][CH:28]([O:31][C:32]2[CH:37]=[CH:36][C:35](B3OC(C)(C)C(C)(C)O3)=[CH:34][CH:33]=2)[CH2:27][CH2:26]1.C([O-])([O-])=O.[Na+].[Na+], predict the reaction product. The product is: [CH:1]1([C@@H:4]([C:18]2[CH:23]=[CH:22][CH:21]=[CH:20][CH:19]=2)[NH:5][C:6]([C:8]2[CH:9]=[C:10]3[C:14](=[CH:15][CH:16]=2)[NH:13][N:12]=[C:11]3[C:35]2[CH:36]=[CH:37][C:32]([O:31][CH:28]3[CH2:27][CH2:26][N:25]([CH3:24])[CH2:30][CH2:29]3)=[CH:33][CH:34]=2)=[O:7])[CH2:3][CH2:2]1. (2) Given the reactants [F:1][C:2]1[CH:3]=[C:4]([NH2:30])[CH:5]=[CH:6][C:7]=1[O:8][C:9]1[C:14]2=[CH:15][C:16]([C:18]3[CH:23]=[CH:22][N:21]=[C:20]([N:24]4[CH2:29][CH2:28][O:27][CH2:26][CH2:25]4)[CH:19]=3)=[CH:17][N:13]2[N:12]=[CH:11][N:10]=1.Cl.FC1C=C([CH:59]([C:63]([NH:65][C:66]2[CH:71]=[CH:70][C:69]([F:72])=[CH:68][CH:67]=2)=[O:64])[C:60](N)=[O:61])C=CC=1OC1C2=C(C)C(OCCN3CCOCC3)=CN2N=CN=1.CCN(C(C)C)C(C)C.CN(C(ON1N=NC2C=CC=CC1=2)=[N+](C)C)C.[B-](F)(F)(F)F, predict the reaction product. The product is: [F:1][C:2]1[CH:3]=[C:4]([NH:30][C:60](=[O:61])[CH2:59][C:63]([NH:65][C:66]2[CH:71]=[CH:70][C:69]([F:72])=[CH:68][CH:67]=2)=[O:64])[CH:5]=[CH:6][C:7]=1[O:8][C:9]1[C:14]2=[CH:15][C:16]([C:18]3[CH:23]=[CH:22][N:21]=[C:20]([N:24]4[CH2:25][CH2:26][O:27][CH2:28][CH2:29]4)[CH:19]=3)=[CH:17][N:13]2[N:12]=[CH:11][N:10]=1. (3) Given the reactants [Mg:1].Br[C:3]1[CH:11]=[CH:10][C:6]2[S:7][CH:8]=[CH:9][C:5]=2[CH:4]=1.[Br:12]C(Br)C, predict the reaction product. The product is: [S:7]1[CH:8]=[CH:9][C:5]2[CH:4]=[C:3]([Mg:1][Br:12])[CH:11]=[CH:10][C:6]1=2. (4) Given the reactants Br[C:2]1[CH:3]=[CH:4][C:5]2[N:6]([N:8]=[C:9]([N:11]3[CH2:16][CH2:15][O:14][CH2:13][CH2:12]3)[N:10]=2)[CH:7]=1.[C:17](=[O:24])([O:19][C:20]([CH3:23])([CH3:22])[CH3:21])[NH2:18].C(=O)([O-])[O-].[Cs+].[Cs+].C1(P(C2C=CC=CC=2)C2C3OC4C(=CC=CC=4P(C4C=CC=CC=4)C4C=CC=CC=4)C(C)(C)C=3C=CC=2)C=CC=CC=1, predict the reaction product. The product is: [C:20]([O:19][C:17](=[O:24])[NH:18][C:2]1[CH:3]=[CH:4][C:5]2[N:6]([N:8]=[C:9]([N:11]3[CH2:16][CH2:15][O:14][CH2:13][CH2:12]3)[N:10]=2)[CH:7]=1)([CH3:23])([CH3:22])[CH3:21]. (5) Given the reactants [CH2:1]([N:8]1[CH2:13][CH2:12][N:11]([C:14]([O:16][C:17]([CH3:20])([CH3:19])[CH3:18])=[O:15])[CH2:10][C@H:9]1[CH2:21]Br)[C:2]1[CH:7]=[CH:6][CH:5]=[CH:4][CH:3]=1.[C:23]1([S-:29])[CH:28]=[CH:27][CH:26]=[CH:25][CH:24]=1.[Na+].C(=O)(O)[O-].[Na+], predict the reaction product. The product is: [CH2:1]([N:8]1[CH2:13][CH2:12][N:11]([C:14]([O:16][C:17]([CH3:20])([CH3:19])[CH3:18])=[O:15])[CH2:10][C@H:9]1[CH2:21][S:29][C:23]1[CH:28]=[CH:27][CH:26]=[CH:25][CH:24]=1)[C:2]1[CH:7]=[CH:6][CH:5]=[CH:4][CH:3]=1.